This data is from NCI-60 drug combinations with 297,098 pairs across 59 cell lines. The task is: Regression. Given two drug SMILES strings and cell line genomic features, predict the synergy score measuring deviation from expected non-interaction effect. (1) Drug 1: C1=CC(=C2C(=C1NCCNCCO)C(=O)C3=C(C=CC(=C3C2=O)O)O)NCCNCCO. Drug 2: CC=C1C(=O)NC(C(=O)OC2CC(=O)NC(C(=O)NC(CSSCCC=C2)C(=O)N1)C(C)C)C(C)C. Cell line: MALME-3M. Synergy scores: CSS=78.6, Synergy_ZIP=9.29, Synergy_Bliss=12.5, Synergy_Loewe=-1.11, Synergy_HSA=15.9. (2) Drug 1: CS(=O)(=O)C1=CC(=C(C=C1)C(=O)NC2=CC(=C(C=C2)Cl)C3=CC=CC=N3)Cl. Drug 2: C1CC(=O)NC(=O)C1N2CC3=C(C2=O)C=CC=C3N. Cell line: MDA-MB-435. Synergy scores: CSS=-0.936, Synergy_ZIP=5.37, Synergy_Bliss=5.61, Synergy_Loewe=-0.776, Synergy_HSA=-1.95. (3) Drug 1: C(CCl)NC(=O)N(CCCl)N=O. Drug 2: CC1C(C(CC(O1)OC2CC(CC3=C2C(=C4C(=C3O)C(=O)C5=C(C4=O)C(=CC=C5)OC)O)(C(=O)CO)O)N)O.Cl. Cell line: A498. Synergy scores: CSS=45.8, Synergy_ZIP=-3.67, Synergy_Bliss=-3.49, Synergy_Loewe=-1.73, Synergy_HSA=-0.898. (4) Cell line: SF-268. Synergy scores: CSS=-4.57, Synergy_ZIP=1.71, Synergy_Bliss=-0.694, Synergy_Loewe=-9.46, Synergy_HSA=-6.66. Drug 1: CNC(=O)C1=CC=CC=C1SC2=CC3=C(C=C2)C(=NN3)C=CC4=CC=CC=N4. Drug 2: CCN(CC)CCNC(=O)C1=C(NC(=C1C)C=C2C3=C(C=CC(=C3)F)NC2=O)C. (5) Drug 1: CC(CN1CC(=O)NC(=O)C1)N2CC(=O)NC(=O)C2. Drug 2: CN(C(=O)NC(C=O)C(C(C(CO)O)O)O)N=O. Cell line: OVCAR-4. Synergy scores: CSS=11.7, Synergy_ZIP=-3.06, Synergy_Bliss=1.05, Synergy_Loewe=-4.11, Synergy_HSA=0.881. (6) Drug 1: CC1=C(C=C(C=C1)NC2=NC=CC(=N2)N(C)C3=CC4=NN(C(=C4C=C3)C)C)S(=O)(=O)N.Cl. Drug 2: C1CN(CCN1C(=O)CCBr)C(=O)CCBr. Cell line: MDA-MB-231. Synergy scores: CSS=22.1, Synergy_ZIP=-1.81, Synergy_Bliss=0.892, Synergy_Loewe=2.10, Synergy_HSA=3.15. (7) Drug 1: CC12CCC(CC1=CCC3C2CCC4(C3CC=C4C5=CN=CC=C5)C)O. Drug 2: C1=CC(=CC=C1CCC2=CNC3=C2C(=O)NC(=N3)N)C(=O)NC(CCC(=O)O)C(=O)O. Cell line: NCIH23. Synergy scores: CSS=9.55, Synergy_ZIP=-1.21, Synergy_Bliss=0.890, Synergy_Loewe=-0.566, Synergy_HSA=0.190.